This data is from Reaction yield outcomes from USPTO patents with 853,638 reactions. The task is: Predict the reaction yield, written as a fraction of the theoretical maximum amount of product (1.0 means a 100% yield; for example, 0.34 means a 34% yield). (1) The reactants are [CH2:1]([O:3][C:4]1[CH:9]=[CH:8][C:7]([S:10](Cl)(=[O:12])=[O:11])=[CH:6][C:5]=1[C:14]1[NH:19][C:18](=[O:20])[C:17]2=[C:21]([CH3:27])[N:22]=[C:23]([CH2:24][CH2:25][CH3:26])[N:16]2[N:15]=1)[CH3:2].FC(F)(F)C(O)=O.[CH3:35][N:36]1[O:40][NH+:39]([O-:41])[CH:38]=[C:37]1[C:42]([N:44]1[CH2:49][CH2:48][NH:47][CH2:46][CH2:45]1)=[O:43].C(N(CC)CC)C. The catalyst is ClCCl. The product is [CH2:1]([O:3][C:4]1[CH:9]=[CH:8][C:7]([S:10]([N:47]2[CH2:46][CH2:45][N:44]([C:42]([C:37]3[N:36]([CH3:35])[O:40][NH+:39]([O-:41])[CH:38]=3)=[O:43])[CH2:49][CH2:48]2)(=[O:12])=[O:11])=[CH:6][C:5]=1[C:14]1[NH:19][C:18](=[O:20])[C:17]2=[C:21]([CH3:27])[N:22]=[C:23]([CH2:24][CH2:25][CH3:26])[N:16]2[N:15]=1)[CH3:2]. The yield is 0.740. (2) The product is [CH3:10][O:9][C:7]([C:6]1([C:5]([O:12][CH3:13])=[O:11])[CH2:25][C:17]2[C:16](=[CH:21][CH:20]=[CH:19][C:18]=2[N+:22]([O-:24])=[O:23])[CH2:15]1)=[O:8]. The reactants are CO.[H-].[Na+].[C:5]([O:12][CH3:13])(=[O:11])[CH2:6][C:7]([O:9][CH3:10])=[O:8].Br[CH2:15][C:16]1[CH:21]=[CH:20][CH:19]=[C:18]([N+:22]([O-:24])=[O:23])[C:17]=1[CH2:25]Br. The yield is 0.670. The catalyst is CCOCC.